Task: Predict which catalyst facilitates the given reaction.. Dataset: Catalyst prediction with 721,799 reactions and 888 catalyst types from USPTO (1) Reactant: [N+]([C:3]1[CH:4]=[N:5][C:6]2[C:11]([CH:12]=1)=[CH:10][C:9]([CH2:13][C:14]1[CH:15]=[C:16]([CH:20]=[CH:21][N:22]=1)[C:17]([OH:19])=O)=[CH:8][CH:7]=2)#[C-].[Cl:23][C:24]1[C:32]2[C:27](=[CH:28][C:29]([F:35])=[C:30](NC)[CH:31]=2)[NH:26][CH:25]=1.C1C=CC2N(O)N=[N:42][C:40]=2C=1.C[CH2:47][N:48]=C=NCCCN(C)C.CCN(CC)CC. Product: [Cl:23][C:24]1[C:32]2[C:27](=[CH:28][C:29]([F:35])=[C:30]([CH2:47][NH:48][C:17](=[O:19])[C:16]3[CH:20]=[CH:21][N:22]=[C:14]([CH2:13][C:9]4[CH:10]=[C:11]5[C:6](=[CH:7][CH:8]=4)[N:5]=[CH:4][C:3]([C:40]#[N:42])=[CH:12]5)[CH:15]=3)[CH:31]=2)[NH:26][CH:25]=1. The catalyst class is: 18. (2) Reactant: [Cl:1][C:2]1[CH:11]=[C:10]2[C:5]([C:6]([N:12]3[CH2:17][CH2:16][NH:15][CH:14]([CH3:18])[CH2:13]3)=[CH:7][CH:8]=[N:9]2)=[CH:4][CH:3]=1.[F:19][C:20]1[CH:25]=[CH:24][C:23]([N:26]=[C:27]=[O:28])=[CH:22][CH:21]=1.CCCCCC.CCOC(C)=O. Product: [Cl:1][C:2]1[CH:11]=[C:10]2[C:5]([C:6]([N:12]3[CH2:17][CH2:16][N:15]([C:27]([NH:26][C:23]4[CH:24]=[CH:25][C:20]([F:19])=[CH:21][CH:22]=4)=[O:28])[CH:14]([CH3:18])[CH2:13]3)=[CH:7][CH:8]=[N:9]2)=[CH:4][CH:3]=1. The catalyst class is: 2. (3) Reactant: C(N(C(C)C)CC)(C)C.[CH3:10][O:11][C:12]1[CH:13]=[C:14]2[C:19](=[CH:20][C:21]=1[O:22][CH3:23])[N:18]=[CH:17][N:16]=[C:15]2[O:24][C:25]1[CH:26]=[N:27][N:28]([CH2:30][C:31](O)=[O:32])[CH:29]=1.[CH2:34]1[O:43][C:42]2[CH:41]=[CH:40][C:38]([NH2:39])=[CH:37][C:36]=2[O:35]1.CN(C=O)C. Product: [CH2:34]1[O:43][C:42]2[CH:41]=[CH:40][C:38]([NH:39][C:31](=[O:32])[CH2:30][N:28]3[CH:29]=[C:25]([O:24][C:15]4[C:14]5[C:19](=[CH:20][C:21]([O:22][CH3:23])=[C:12]([O:11][CH3:10])[CH:13]=5)[N:18]=[CH:17][N:16]=4)[CH:26]=[N:27]3)=[CH:37][C:36]=2[O:35]1. The catalyst class is: 6. (4) Reactant: [CH3:1][N:2]([CH3:28])[CH:3]1[CH2:7][CH2:6][N:5]([C@H:8]2[CH2:11][C@H:10]([O:12][C:13]3[CH:18]=[CH:17][C:16]([C:19]4[S:20][C:21]5[CH2:22][NH:23][CH2:24][CH2:25][C:26]=5[N:27]=4)=[CH:15][CH:14]=3)[CH2:9]2)[CH2:4]1.[C:29](OC(=O)C)(=[O:31])[CH3:30]. Product: [C:29]([N:23]1[CH2:24][CH2:25][C:26]2[N:27]=[C:19]([C:16]3[CH:17]=[CH:18][C:13]([O:12][C@H:10]4[CH2:9][C@H:8]([N:5]5[CH2:6][CH2:7][CH:3]([N:2]([CH3:28])[CH3:1])[CH2:4]5)[CH2:11]4)=[CH:14][CH:15]=3)[S:20][C:21]=2[CH2:22]1)(=[O:31])[CH3:30]. The catalyst class is: 112. (5) Reactant: C1(P(C2C=CC=CC=2)C2C=CC=CC=2)C=CC=CC=1.[CH:20]#[C:21][CH2:22][CH2:23][CH2:24][CH2:25][CH2:26][CH3:27].[CH3:28][SiH:29]([CH3:36])[C:30]1[CH:35]=[CH:34][CH:33]=[CH:32][N:31]=1.Cl. Product: [CH3:28][Si:29]([CH3:36])([CH:20]=[CH:21][CH2:22][CH2:23][CH2:24][CH2:25][CH2:26][CH3:27])[C:30]1[CH:35]=[CH:34][CH:33]=[CH:32][N:31]=1. The catalyst class is: 27.